Dataset: NCI-60 drug combinations with 297,098 pairs across 59 cell lines. Task: Regression. Given two drug SMILES strings and cell line genomic features, predict the synergy score measuring deviation from expected non-interaction effect. (1) Drug 1: CCCCC(=O)OCC(=O)C1(CC(C2=C(C1)C(=C3C(=C2O)C(=O)C4=C(C3=O)C=CC=C4OC)O)OC5CC(C(C(O5)C)O)NC(=O)C(F)(F)F)O. Drug 2: C(CC(=O)O)C(=O)CN.Cl. Cell line: NCI/ADR-RES. Synergy scores: CSS=15.6, Synergy_ZIP=-4.47, Synergy_Bliss=0.794, Synergy_Loewe=-3.66, Synergy_HSA=-0.302. (2) Drug 1: CCC(=C(C1=CC=CC=C1)C2=CC=C(C=C2)OCCN(C)C)C3=CC=CC=C3.C(C(=O)O)C(CC(=O)O)(C(=O)O)O. Drug 2: N.N.Cl[Pt+2]Cl. Cell line: K-562. Synergy scores: CSS=53.6, Synergy_ZIP=-1.73, Synergy_Bliss=-2.75, Synergy_Loewe=0.651, Synergy_HSA=3.30. (3) Drug 1: CS(=O)(=O)C1=CC(=C(C=C1)C(=O)NC2=CC(=C(C=C2)Cl)C3=CC=CC=N3)Cl. Drug 2: C1=CC(=C2C(=C1NCCNCCO)C(=O)C3=C(C=CC(=C3C2=O)O)O)NCCNCCO. Cell line: EKVX. Synergy scores: CSS=54.5, Synergy_ZIP=5.70, Synergy_Bliss=8.45, Synergy_Loewe=-3.50, Synergy_HSA=10.3. (4) Drug 1: C1CC(=O)NC(=O)C1N2CC3=C(C2=O)C=CC=C3N. Drug 2: CN(CCCl)CCCl.Cl. Cell line: HS 578T. Synergy scores: CSS=0.711, Synergy_ZIP=4.04, Synergy_Bliss=8.56, Synergy_Loewe=1.74, Synergy_HSA=1.83. (5) Drug 1: C1CCC(C1)C(CC#N)N2C=C(C=N2)C3=C4C=CNC4=NC=N3. Drug 2: CN1C(=O)N2C=NC(=C2N=N1)C(=O)N. Cell line: U251. Synergy scores: CSS=6.47, Synergy_ZIP=-2.35, Synergy_Bliss=-4.54, Synergy_Loewe=-7.37, Synergy_HSA=-4.09.